Dataset: Forward reaction prediction with 1.9M reactions from USPTO patents (1976-2016). Task: Predict the product of the given reaction. (1) The product is: [NH2:8][C:5]1[C:4]([OH:11])=[CH:3][C:2]([F:1])=[CH:7][N:6]=1. Given the reactants [F:1][C:2]1[CH:3]=[C:4]([OH:11])[C:5]([N+:8]([O-])=O)=[N:6][CH:7]=1, predict the reaction product. (2) The product is: [OH:2][CH2:1][C@H:33]1[CH2:32][CH:49]2[C@:44]([CH3:51])([CH2:45][CH2:46][C:47](=[O:50])[CH2:48]2)[C@@H:43]2[C@@H:34]1[C@H:35]1[C@@:39]([CH2:41][CH2:42]2)([CH3:40])[C:38](=[O:52])[CH2:37][CH2:36]1. Given the reactants [CH2:1]1COC23OCCOC2([C@]2(CC[C@H]4[C@@H]([C@@H](CO)CC5[C@]4(C)CCCC5)[C@@H]2C3)C)[O:2]1.C([C@@H:32]1[CH:49]2[C@:44]([CH3:51])([CH2:45][CH2:46][C:47](=[O:50])[CH2:48]2)[C@@H:43]2[C@H:34]([C@H:35]3[C@@:39]([CH2:41][CH2:42]2)([CH3:40])[C:38](=[O:52])[CH2:37][CH2:36]3)[CH2:33]1)#N, predict the reaction product. (3) Given the reactants Cl[C:2]1[C:11]([CH3:12])=[C:10]([Cl:13])[C:9]2[C:4](=[CH:5][C:6]([F:15])=[CH:7][C:8]=2[F:14])[N:3]=1.[CH3:16][C:17]1([CH3:23])[CH2:21][CH2:20][NH:19][C:18]1=[O:22].CC1(C)C2C=CC=C(P(C3C=CC=CC=3)C3C=CC=CC=3)C=2OC2C1=CC=CC=2P(C1C=CC=CC=1)C1C=CC=CC=1.C(=O)([O-])[O-].[Cs+].[Cs+], predict the reaction product. The product is: [Cl:13][C:10]1[C:9]2[C:4](=[CH:5][C:6]([F:15])=[CH:7][C:8]=2[F:14])[N:3]=[C:2]([N:19]2[CH2:20][CH2:21][C:17]([CH3:23])([CH3:16])[C:18]2=[O:22])[C:11]=1[CH3:12].